From a dataset of Full USPTO retrosynthesis dataset with 1.9M reactions from patents (1976-2016). Predict the reactants needed to synthesize the given product. (1) Given the product [CH3:1][O:2][C:3]([CH:5]1[CH2:7][CH:6]1[C:8]1[CH:9]=[CH:10][C:11]([S:14][C:17]2[S:21][C:20]([C:22]3[CH:27]=[CH:26][C:25]([CH3:28])=[CH:24][CH:23]=3)=[N:19][C:18]=2[CH3:32])=[CH:12][CH:13]=1)=[O:4], predict the reactants needed to synthesize it. The reactants are: [CH3:1][O:2][C:3]([CH:5]1[CH2:7][CH:6]1[C:8]1[CH:13]=[CH:12][C:11]([SH:14])=[CH:10][CH:9]=1)=[O:4].ClC[C:17]1[S:21][C:20]([C:22]2[CH:27]=[CH:26][C:25]([C:28](F)(F)F)=[CH:24][CH:23]=2)=[N:19][C:18]=1[CH3:32].C([O-])([O-])=O.[Cs+].[Cs+].CCOCC. (2) Given the product [C:1]([C:3]1[CH:11]=[C:7]([C:8]([NH:21][CH2:22][C:23]2[CH:24]=[CH:25][C:26]([C:27]([OH:29])=[O:28])=[CH:31][CH:32]=2)=[O:10])[C:6]([O:12][C:13]2[CH:18]=[CH:17][C:16]([F:19])=[CH:15][CH:14]=2)=[N:5][CH:4]=1)#[N:2], predict the reactants needed to synthesize it. The reactants are: [C:1]([C:3]1[CH:4]=[N:5][C:6]([O:12][C:13]2[CH:18]=[CH:17][C:16]([F:19])=[CH:15][CH:14]=2)=[C:7]([CH:11]=1)[C:8]([OH:10])=O)#[N:2].Cl.[NH2:21][CH2:22][C:23]1[CH:32]=[CH:31][C:26]([C:27]([O:29]C)=[O:28])=[CH:25][CH:24]=1. (3) Given the product [F:6][C:7]1[CH:8]=[C:9]2[C:13](=[CH:14][CH:15]=1)[N:12]([CH2:16][C:17]([OH:19])=[O:18])[C:11]([CH3:20])=[C:10]2[CH2:21][C:22]1[CH:27]=[CH:26][CH:25]=[CH:24][C:23]=1[S:28]([N:31]1[CH2:36][CH2:34][CH2:33][CH2:32]1)(=[O:30])=[O:29], predict the reactants needed to synthesize it. The reactants are: N1CCCC1.[F:6][C:7]1[CH:8]=[C:9]2[C:13](=[CH:14][CH:15]=1)[N:12]([CH2:16][C:17]([OH:19])=[O:18])[C:11]([CH3:20])=[C:10]2[CH2:21][C:22]1[CH:27]=[CH:26][CH:25]=[CH:24][C:23]=1[S:28]([N:31]1[CH2:36]C[CH2:34][CH2:33][CH2:32]1)(=[O:30])=[O:29]. (4) Given the product [C:19]([NH:5][C@@H:4]([CH2:6][C:7]([O:9][CH3:10])=[O:8])[C:3]([O:2][CH3:1])=[O:11])(=[O:26])[C:20]1[CH:25]=[CH:24][CH:23]=[CH:22][CH:21]=1, predict the reactants needed to synthesize it. The reactants are: [CH3:1][O:2][C:3](=[O:11])[C@H:4]([CH2:6][C:7]([O:9][CH3:10])=[O:8])[NH2:5].C(N(CC)CC)C.[C:19](Cl)(=[O:26])[C:20]1[CH:25]=[CH:24][CH:23]=[CH:22][CH:21]=1.